This data is from Full USPTO retrosynthesis dataset with 1.9M reactions from patents (1976-2016). The task is: Predict the reactants needed to synthesize the given product. (1) Given the product [C:34]([C:32]1[CH:31]=[C:28]([CH:29]=[O:30])[C:27]([OH:38])=[C:26]([C:43]2[CH:44]=[C:45]([C:47]([F:50])([F:48])[F:49])[CH:46]=[C:41]([C:40]([F:39])([F:55])[F:54])[CH:42]=2)[CH:33]=1)([CH3:37])([CH3:36])[CH3:35], predict the reactants needed to synthesize it. The reactants are: C(C1C=C(C=O)C(O)=C(C2C=CC(OC(F)(F)F)=CC=2)C=1)(C)(C)C.Br[C:26]1[C:27]([OH:38])=[C:28]([CH:31]=[C:32]([C:34]([CH3:37])([CH3:36])[CH3:35])[CH:33]=1)[CH:29]=[O:30].[F:39][C:40]([F:55])([F:54])[C:41]1[CH:42]=[C:43](B(O)O)[CH:44]=[C:45]([C:47]([F:50])([F:49])[F:48])[CH:46]=1. (2) The reactants are: [Cl:1][C:2]1[CH:15]=[CH:14][C:5]([O:6][C:7]2[CH:12]=[CH:11][C:10]([NH2:13])=[CH:9][N:8]=2)=[C:4]([CH3:16])[CH:3]=1.[OH-].[Na+].[C:19](=O)([O-])[O-].[K+].[K+].S(OC)(OC)(=O)=O. Given the product [Cl:1][C:2]1[CH:15]=[CH:14][C:5]([O:6][C:7]2[CH:12]=[CH:11][C:10]([NH:13][CH3:19])=[CH:9][N:8]=2)=[C:4]([CH3:16])[CH:3]=1, predict the reactants needed to synthesize it. (3) Given the product [Cl:1][C:2]1[CH:7]=[CH:6][C:5]([NH:8][C:9]([NH:20][C:19]2[CH:18]=[CH:17][C:16]([N:11]3[CH:15]=[CH:14][CH:13]=[CH:12]3)=[CH:22][CH:21]=2)=[O:10])=[CH:4][CH:3]=1, predict the reactants needed to synthesize it. The reactants are: [Cl:1][C:2]1[CH:7]=[CH:6][C:5]([N:8]=[C:9]=[O:10])=[CH:4][CH:3]=1.[N:11]1([C:16]2[CH:22]=[CH:21][C:19]([NH2:20])=[CH:18][CH:17]=2)[CH:15]=[CH:14][CH:13]=[CH:12]1. (4) Given the product [CH3:42][S:43]([NH:46][C:19](=[O:20])[CH2:18][CH2:17][C:14]1[S:13][C:12]([C:9]2[NH:10][C:11]3[C:7]([CH:8]=2)=[CH:6][CH:5]=[CH:4][C:3]=3[N:2]([CH3:1])[S:22]([C:25]2[S:26][CH:27]=[CH:28][CH:29]=2)(=[O:23])=[O:24])=[N:16][CH:15]=1)(=[O:45])=[O:44], predict the reactants needed to synthesize it. The reactants are: [CH3:1][N:2]([S:22]([C:25]1[S:26][CH:27]=[CH:28][CH:29]=1)(=[O:24])=[O:23])[C:3]1[CH:4]=[CH:5][CH:6]=[C:7]2[C:11]=1[NH:10][C:9]([C:12]1[S:13][C:14]([CH2:17][CH2:18][C:19](O)=[O:20])=[CH:15][N:16]=1)=[CH:8]2.C(N1C=CN=C1)(N1C=CN=C1)=O.[CH3:42][S:43]([NH2:46])(=[O:45])=[O:44].C1CCN2C(=NCCC2)CC1. (5) The reactants are: [OH:1][C:2]1[CH:3]=[C:4]([CH:7]=[CH:8][CH:9]=1)[CH:5]=O.C(O)(=O)[CH2:11][C:12]([OH:14])=[O:13].N1CCCCC1. Given the product [OH:1][C:2]1[CH:3]=[C:4]([CH:7]=[CH:8][CH:9]=1)[CH:5]=[CH:11][C:12]([OH:14])=[O:13], predict the reactants needed to synthesize it. (6) The reactants are: [ClH:1].Cl.Cl.[CH2:4]([C:8]1[N:9]=[N:10][C:11]([O:28][CH:29]2[CH2:34][CH2:33][N:32]([CH3:35])[CH2:31][CH2:30]2)=[CH:12][C:13]=1[C:14]1[CH:15]=[CH:16][C:17]([O:21][CH:22]2[CH2:27][CH2:26][CH2:25][CH2:24][CH2:23]2)=[C:18]([NH2:20])[CH:19]=1)[CH2:5][CH2:6][CH3:7].[C:36]([Cl:39])(=[O:38])[CH3:37].CCN(C(C)C)C(C)C.Cl. Given the product [ClH:39].[ClH:1].[CH2:4]([C:8]1[N:9]=[N:10][C:11]([O:28][CH:29]2[CH2:34][CH2:33][N:32]([CH3:35])[CH2:31][CH2:30]2)=[CH:12][C:13]=1[C:14]1[CH:15]=[CH:16][C:17]([O:21][CH:22]2[CH2:27][CH2:26][CH2:25][CH2:24][CH2:23]2)=[C:18]([NH:20][C:36](=[O:38])[CH3:37])[CH:19]=1)[CH2:5][CH2:6][CH3:7], predict the reactants needed to synthesize it.